This data is from Experimentally validated miRNA-target interactions with 360,000+ pairs, plus equal number of negative samples. The task is: Binary Classification. Given a miRNA mature sequence and a target amino acid sequence, predict their likelihood of interaction. (1) The miRNA is hsa-miR-4705 with sequence UCAAUCACUUGGUAAUUGCUGU. The protein sequence of the target gene is MSSASVTAFEKEHLWMYLQALGFEPGPATIACGKIVSHTHLGVNMFDKLNRDAFHIISYFLFQVLDQSLTKEVFKFCWPPFDQKSDTEFRKHCCEWIKRISGECGSSFPQVVGSLFLSPGGPKFIHLMYHFARFVAMKYIKSNSKNSSHHFVETFNIKPQDLHKCIARCHFARSRFLQILQRQDCVTQKYQENAQLSVKQVRNLRSECIGLENQIKKMEPYDDHSNMEEKIQKVRSLWASVNETLMFLEKEREVVSSVLSLVNQYALDGTNVAINIPRLLLDKIEKQMFQLHIGNVYEAG.... Result: 0 (no interaction). (2) The miRNA is hsa-miR-20b-3p with sequence ACUGUAGUAUGGGCACUUCCAG. The protein sequence of the target gene is MDGRDFGPQRSVHGPPPPLLSGLAMDSHRVGAATAGRLPASGLPGPLPPGKYMAGLNLHPHPGEAFLGSFVASGMGPSASSHGSPVPLPSDLSFRSPTPSNLPMVQLWAAHAHEGFSHLPSGLYPSYLHLNHLEPPSSGSPLLSQLGQPSIFDTQKGQGPGGDGFYLPTAGAPGSLHSHAPSARTPGGGHSSGAPAKGSSSRDGPAKERAGRGGEPPPLFGKKDPRARGEEASGPRGVVDLTQEARAEGRQDRGPPRLAERLSPFLAESKTKNAALQPSVLTMCNGGAGDVGLPALVAEA.... Result: 1 (interaction). (3) The miRNA is hsa-miR-5047 with sequence UUGCAGCUGCGGUUGUAAGGU. The protein sequence of the target gene is MHWGVGFASSRPCVVDLSWNQSISFFGWWAGSEEPFSFYGDIIAFPLQDYGGIMAGLGSDPWWKKTLYLTGGALLAAAAYLLHELLVIRKQQELDSKDAIILHQFARPNNGVPSLSPFCLKMETYLRMADLPYQNYFGGKLSAQGKMPWIEYNNEKVSGTEFIIDFLEEKLGVNLNKSLGPHERAVSRAVTKMVEEHFYWTLAYCQWVDNLNETRKMLSLSGGGPFSNLLRWVVCHITKGIVKREMHGHGIGRFSEEEIYMLMEKDMRSLAGLLGDKKYIMGPKLSTLDATVFGHLAQAM.... Result: 0 (no interaction). (4) The miRNA is hsa-miR-6875-3p with sequence AUUCUUCCUGCCCUGGCUCCAU. The protein sequence of the target gene is MMAAKVVPMPPKPKQSFILRVPPDSKLGQDLLRDATNGPKTIHQLVLEHFLTFLPKPSLVQPSQKVKETLVIMKDVSSSLQNRVHPRPLVKLLPKGVQKEQETVSLYLKANPEELVVFEDLNVFHCQEECVSLDPTQQLTSEKEDDSSVGEMMLLAVNGSNPEGEDPEREPVENEDYREKSSDDDEMDSSLVSQQPPDNQEKERLNTSIPQKRKMRNLLVTIENDTPLEELSKYVDISIIALTRNRRTRRWYTCPLCGKQFNESSYLISHQRTHTGEKPYDCNHCGKSFNHKTNLNKHER.... Result: 1 (interaction). (5) The miRNA is hsa-miR-6814-5p with sequence UCCCAAGGGUGAGAUGCUGCCA. The protein sequence of the target gene is MATGTQQKENTLLHLFAGGCGGTVGAIFTCPLEVIKTRLQSSRLALRTVYYPQVHLGTISGAGMVRPTSVTPGLLQVLKSILEKEGPKSLFRGLGPNLVGVAPSRAVYFACYSKAKEQFNGIFVPNSNTVHILSAGSAAFVTNTLMNPIWMVKTRMQLERKVRGCKQMNTLQCARRVYQTEGVRGFYRGLTASYAGISETIICFAIYESLKKCLKDAPIVSSTDGAEKSSSGFFGLMAAAAVSKGCASCIAYPHEVIRTRLREEGSKYRSFVQTARLVFREEGYLAFYRGLFAQLIRQIP.... Result: 0 (no interaction). (6) The miRNA is mmu-miR-677-5p with sequence UUCAGUGAUGAUUAGCUUCUGA. The protein sequence of the target gene is MSAVLLLALLGFILPLPGVQALLCQFGTVQHVWKVSDLPRQWTPKNTSCDSGLGCQDTLMLIESGPQVSLVLSKGCTEAKDQEPRVTEHRMGPGLSLISYTFVCRQEDFCNNLVNSLPLWAPQPPADPGSLRCPVCLSMEGCLEGTTEEICPKGTTHCYDGLLRLRGGGIFSNLRVQGCMPQPGCNLLNGTQEIGPVGMTENCNRKDFLTCHRGTTIMTHGNLAQEPTDWTTSNTEMCEVGQVCQETLLLLDVGLTSTLVGTKGCSTVGAQNSQKTTIHSAPPGVLVASYTHFCSSDLCN.... Result: 0 (no interaction). (7) The miRNA is hsa-miR-150-3p with sequence CUGGUACAGGCCUGGGGGACAG. The protein sequence of the target gene is MSMSPKHTTPFSVSDILSPLEESYKKVGMEGGGLGAPLAAYRQGQAAPPAAAMQQHAVGHHGAVTAAYHMTAAGVPQLSHSAVGGYCNGNLGNMSELPPYQDTMRNSASGPGWYGANPDPRFPAISRFMGPASGMNMSGMGGLGSLGDVSKNMAPLPSAPRRKRRVLFSQAQVYELERRFKQQKYLSAPEREHLASMIHLTPTQVKIWFQNHRYKMKRQAKDKAAQQQLQQDSGGGGGGGGGAGCPQQQQAQQQSPRRVAVPVLVKDGKPCQAGAPAPGAASLQSHAQQQAQQQAQAAQA.... Result: 0 (no interaction).